Dataset: Experimentally validated miRNA-target interactions with 360,000+ pairs, plus equal number of negative samples. Task: Binary Classification. Given a miRNA mature sequence and a target amino acid sequence, predict their likelihood of interaction. (1) The miRNA is hsa-miR-548g-5p with sequence UGCAAAAGUAAUUGCAGUUUUUG. The protein sequence of the target gene is MPPAGGPRAPRPAALPRSLSRLRECPGRSRIVLALGATQMALGCLIVAVSFAALALTTSARVRHSCPFWAGFSVLLSGLIGVVSWKRPLSLVITFFMLLSAVCVMLNLAGSILSCQNAQLVNSLEGCQLIKFDSVEVCVCCELQHQSSGCSNLGETLKLNPLQENCNAVRLTLKDLLFSVCALNVLSTIVCALATAMCCMQMVSSDVLQMFLPQRSHPANPTCVTPHGTVLHQTLDFDEFIPPLPPPPYYPPEYTCTPSTEAQRGLHLDFAPSPFGTLYDVAINSPGLLYPAELPPPYEA.... Result: 0 (no interaction). (2) The miRNA is mmu-miR-10b-5p with sequence UACCCUGUAGAACCGAAUUUGUG. The protein sequence of the target gene is MASPGLPGSGEGQEGEETTGVSARHGVEVLQQAQELFLLCDKDAKGFITRQDLQGLQSDLPLTPEQLEAVFESLDQAHTGFLTAREFCLGLGKFVGVESAPGGSPLRTSEETFESGTGGSLEEEEEDVETFYTSLEKLGVARVLGEQWAVRTLWVGLQRERPELLGSLEEVLMRASACLEAAAREREGLEQALRRRESEHEREVRGLYEELEQQLGEQRHRRQSQNLPREEQRGHLELELQTREQELERAGLRQRELEQQLQARAAEQLEAQAQHIQLQRAYEAIRAQLDQAQEQLSRLE.... Result: 1 (interaction). (3) The miRNA is cel-miR-35-3p with sequence UCACCGGGUGGAAACUAGCAGU. The protein sequence of the target gene is MALRKRSPHGLGFLCCFGGSDLPEIDLRDSHPLQYLEFSGPIPNPEELNVRFAELVDELDLTDKNREAVFALPPEKKWQIYCSKRKEQEDPNKLATSWPEYYIDRINAMAAMQNLYETEDEETDKRNQVVEDLKTALRTQPMRFVTRFIDLEGLTCLLNFLRGMDHTTCESRIHTSLIGCIKALMNNSQGRAHVLAQPEAISIIAQSLRTENSKTKVAVLEILGAVCLVPGGHKKVLQAMLHYQAYAAERTRFQTLLNELDRSLGRYRDEVNLKTAIMSFINAVLNAGAGEDNLEFRLHL.... Result: 0 (no interaction). (4) The miRNA is hsa-miR-26b-5p with sequence UUCAAGUAAUUCAGGAUAGGU. The protein sequence of the target gene is MKLIVGIGGMTNGGKTTLTNSLLRALPNCCVIHQDDFFKPQDQIAVGEDGFKQWDVLESLDMEAMLDTVQAWLSSPQKFARAHGVSVQPEASDTHILLLEGFLLYSYKPLVDLYSRRYFLTVPYEECKWRRSTRNYTVPDPPGLFDGHVWPMYQKYRQEMEANGVEVVYLDGMKSREELFREVLEDIQNSLLNRSQESAPSPARPARTQGPGRGCGHRTARPAASQQDSM. Result: 1 (interaction). (5) The miRNA is hsa-miR-3928-3p with sequence GGAGGAACCUUGGAGCUUCGGC. The protein sequence of the target gene is MCAERLGQFMTLALVLATFDPARGTDATNPPEGPQDRSSQQKGRLSLQNTAEIQHCLVNAGDVGCGVFECFENNSCEIRGLHGICMTFLHNAGKFDAQGKSFIKDALKCKAHALRHRFGCISRKCPAIREMVSQLQRECYLKHDLCAAAQENTRVIVEMIHFKDLLLHEPYVDLVNLLLTCGEEVKEAITHSVQVQCEQNWGSLCSILSFCTSAIQKPPTAPPERQPQVDRTKLSRAHHGEAGHHLPEPSSRETGRGAKGERGSKSHPNAHARGRVGGLGAQGPSGSSEWEDEQSEYSDI.... Result: 1 (interaction). (6) The miRNA is rno-miR-30a-5p with sequence UGUAAACAUCCUCGACUGGAAG. The protein sequence of the target gene is MGPQRPALRAPLLLLFLLLFLDTSVWAQDATRFKHLRKYVYSYEAESSSGVRGTADSRSATKINCKVELEVPQVCTLIMRTSQCTLKEVYGFNPEGKALMKKTKNSEEFASAMSRYELKLAFPEGKRVALYPDLGEPNYILNIKRGIISALLVPPETEEDKQVLFQDTVYGNCSTQVTVNSRKGTVATEMSTERNLQHCDGFQPISTSVSPLALIKGLVRPLSTLISSSQSCQYTLEPKRKHVSEAICNEQHLFLPFSYKNKYGIMTHVTQKLSLEDTPKINSRFFRGGINQVGLAFEST.... Result: 1 (interaction). (7) The miRNA is hsa-miR-6769b-5p with sequence UGGUGGGUGGGGAGGAGAAGUGC. The protein sequence of the target gene is MFCTRGLLFFAFLAGLDIEFTGLRSNLSGPQQISLFDLPSEWYLKTRQSVQQFTVCQIGLSVFSAIEGEANKYIAHSCNFYLFPTTFGILDSEFSFQASSVQFLNQYGFNYNKFLKNGIPYMNEEQEKKIRHDILTGNWRVRSSPDKDQIKVVIDEVTRWLELAKEGDWMTLPGITGFQAFEVQLVLRQALPNIWTVLKDEGVVVKKVSKQHRWYLQNTSCDRESCWKENILLSARGFSVFFQMLVKAQKPLVGHNMMMDLLHLHEKFFRPLPESYDQFKQNIHSLFPVLIDTKSVTKDI.... Result: 0 (no interaction). (8) Result: 0 (no interaction). The miRNA is mmu-miR-146a-5p with sequence UGAGAACUGAAUUCCAUGGGUU. The protein sequence of the target gene is MAPAGSTRAKKGILERLDSGEVVVGDSGFLFTLEKRGFVKAGLWTPEAVVEHPSAVRQLHTEFLRAGADVLQTFTFSATEDNMASKWEAVNAAACDLAQEVAGGGGALVAGGICQTSLYKYHKDETRIKNIFRLQLEVFARKNVDFLIAEYFEHVEEAVWAVEVLREVGAPVAVTMCIGPEGDMHDVTPGECAVKLARAGADIIGVNCRFGPWTSLQTMKLMKEGLRDASLQAHLMVQCLGFHTPDCGKGGFVDLPEYPFGLEPRVATRWDIQKYAREAYNLGIRYIGGCCGFEPYHIRA.... (9) Result: 0 (no interaction). The miRNA is hsa-miR-6088 with sequence AGAGAUGAAGCGGGGGGGCG. The protein sequence of the target gene is MGKRRNRGRSQMLSTMTKKQKKHLRDFGEEHPFYDRVSKKEAKPQICQLPESSDSSHSESESESEQEHVSGYHRLLATLKNVSEEEEEEEEEEEEEEEEEEEEEEEEEDDSAVGDAEMNEEAGSEDGSVGEAAVSEAAEEAAETQEHMSLADNSKEKDGEEPPGVSQKSSEEFTDVKHESLFSLETNFLEEDSGGSCSQRPSQDPFQQHVNKELKEKEIQAAASSPPATQQLKWPVLGHLVFSSKFQKTETFKPPKDIDLKLLHLQKPLESTWAKTNSQFLSGPQKSNSSFTPLQKELFL....